The task is: Predict which catalyst facilitates the given reaction.. This data is from Catalyst prediction with 721,799 reactions and 888 catalyst types from USPTO. (1) Reactant: Br[C:2]1[S:3][C:4]2[CH:10]=[CH:9][C:8]([O:11][CH3:12])=[CH:7][C:5]=2[N:6]=1.[Br:13][C:14]1[CH:20]=[CH:19][C:17]([NH2:18])=[CH:16][CH:15]=1.C(N(C(C)C)CC)(C)C. Product: [Br:13][C:14]1[CH:20]=[CH:19][C:17]([NH:18][C:2]2[S:3][C:4]3[CH:10]=[CH:9][C:8]([O:11][CH3:12])=[CH:7][C:5]=3[N:6]=2)=[CH:16][CH:15]=1. The catalyst class is: 37. (2) Reactant: [NH2:1][C:2]1[CH:3]=[C:4]2[C:9](=[C:10]([Cl:12])[CH:11]=1)[N:8]=[CH:7][C:6]([C:13]#[N:14])=[C:5]2[NH:15][C:16]1[CH:21]=[CH:20][C:19]([F:22])=[C:18]([Cl:23])[CH:17]=1.[N:24]1([C:30]2[N:35]=[C:34]([CH:36]=O)[CH:33]=[CH:32][CH:31]=2)[CH2:29][CH2:28][O:27][CH2:26][CH2:25]1.[BH3-]C#N.[Na+]. Product: [Cl:12][C:10]1[CH:11]=[C:2]([NH:1][CH2:36][C:34]2[CH:33]=[CH:32][CH:31]=[C:30]([N:24]3[CH2:25][CH2:26][O:27][CH2:28][CH2:29]3)[N:35]=2)[CH:3]=[C:4]2[C:9]=1[N:8]=[CH:7][C:6]([C:13]#[N:14])=[C:5]2[NH:15][C:16]1[CH:21]=[CH:20][C:19]([F:22])=[C:18]([Cl:23])[CH:17]=1. The catalyst class is: 14. (3) Reactant: [CH3:1][N:2]1[CH2:6][CH2:5][CH2:4][CH2:3]1.[CH3:7][O:8][CH2:9][Br:10]. Product: [Br-:10].[CH3:7][O:8][CH2:9][N+:2]1([CH3:1])[CH2:6][CH2:5][CH2:4][CH2:3]1. The catalyst class is: 95.